From a dataset of Forward reaction prediction with 1.9M reactions from USPTO patents (1976-2016). Predict the product of the given reaction. Given the reactants [C:1]([S:5][CH2:6][C:7]1[CH:8]=[C:9]([CH:13]=[CH:14][C:15]=1[O:16][C:17]1[CH:22]=[C:21]([CH2:23][C:24]([O:26][CH2:27][CH3:28])=[O:25])[CH:20]=[CH:19][C:18]=1[O:29][CH3:30])[C:10](O)=[O:11])([CH3:4])([CH3:3])[CH3:2].[C:31]([NH2:35])([CH3:34])([CH3:33])[CH3:32].C(N=C=NCCCN(C)C)C.ON1C2C=CC=CC=2N=N1, predict the reaction product. The product is: [CH2:27]([O:26][C:24](=[O:25])[CH2:23][C:21]1[CH:20]=[CH:19][C:18]([O:29][CH3:30])=[C:17]([O:16][C:15]2[CH:14]=[CH:13][C:9]([C:10](=[O:11])[NH:35][C:31]([CH3:34])([CH3:33])[CH3:32])=[CH:8][C:7]=2[CH2:6][S:5][C:1]([CH3:3])([CH3:4])[CH3:2])[CH:22]=1)[CH3:28].